This data is from Full USPTO retrosynthesis dataset with 1.9M reactions from patents (1976-2016). The task is: Predict the reactants needed to synthesize the given product. Given the product [NH2:17][C:14]1[CH:15]=[CH:16][C:11]([CH3:10])=[C:12]([NH:20][CH:21]([C:22]2[S:30][C:25]3=[N:26][CH:27]=[CH:28][N:29]=[C:24]3[CH:23]=2)[C:31]#[N:32])[CH:13]=1, predict the reactants needed to synthesize it. The reactants are: S(S([O-])=O)([O-])=O.[Na+].[Na+].N.[CH3:10][C:11]1[CH:16]=[CH:15][C:14]([N+:17]([O-])=O)=[CH:13][C:12]=1/[N:20]=[C:21](\[C:31]#[N:32])/[C:22]1[S:30][C:25]2=[N:26][CH:27]=[CH:28][N:29]=[C:24]2[CH:23]=1.